Dataset: Peptide-MHC class I binding affinity with 185,985 pairs from IEDB/IMGT. Task: Regression. Given a peptide amino acid sequence and an MHC pseudo amino acid sequence, predict their binding affinity value. This is MHC class I binding data. The peptide sequence is YYQLCQHLK. The MHC is HLA-A03:01 with pseudo-sequence HLA-A03:01. The binding affinity (normalized) is 0.0847.